Dataset: Full USPTO retrosynthesis dataset with 1.9M reactions from patents (1976-2016). Task: Predict the reactants needed to synthesize the given product. Given the product [CH:16]1([CH2:15][C@@H:14]([C:12]2[NH:11][C:8]3=[N:9][CH:10]=[C:5]([C:3]([OH:4])=[O:2])[CH:6]=[C:7]3[CH:13]=2)[C:21]2[CH:26]=[CH:25][C:24]([S:27]([CH3:30])(=[O:29])=[O:28])=[CH:23][CH:22]=2)[CH2:20][CH2:19][CH2:18][CH2:17]1, predict the reactants needed to synthesize it. The reactants are: C[O:2][C:3]([C:5]1[CH:6]=[C:7]2[CH:13]=[C:12]([C@@H:14]([C:21]3[CH:26]=[CH:25][C:24]([S:27]([CH3:30])(=[O:29])=[O:28])=[CH:23][CH:22]=3)[CH2:15][CH:16]3[CH2:20][CH2:19][CH2:18][CH2:17]3)[NH:11][C:8]2=[N:9][CH:10]=1)=[O:4].Cl.